Task: Binary Classification. Given a drug SMILES string, predict its activity (active/inactive) in a high-throughput screening assay against a specified biological target.. Dataset: HIV replication inhibition screening data with 41,000+ compounds from the AIDS Antiviral Screen (1) The molecule is CC12CCC3C(CCC4CC(O)CCC43C)C1CCC(=O)N2. The result is 0 (inactive). (2) The compound is N#Cc1c(-c2ccc(Cl)cc2)c(C#N)c(=O)n(NS(=O)(=O)c2ccccc2)c1O. The result is 0 (inactive). (3) The drug is COc1ccc(Br)c(CCC(CO)C2=CCC3(CC2)OCCO3)c1. The result is 0 (inactive). (4) The drug is Cc1no[n+]([O-])c1NC(=O)OCc1ccccc1. The result is 0 (inactive).